Predict the product of the given reaction. From a dataset of Forward reaction prediction with 1.9M reactions from USPTO patents (1976-2016). (1) Given the reactants [O:1]1[C:5]2[CH:6]=[CH:7][C:8]([C:10]3([C:13]([NH:15][C:16]4[CH:17]=[C:18]5[C:22](=[CH:23][CH:24]=4)[NH:21][C:20]([C:25]([CH3:28])([CH3:27])[CH3:26])=[CH:19]5)=[O:14])[CH2:12][CH2:11]3)=[CH:9][C:4]=2[O:3][CH2:2]1.[H-].[Na+].[C:31](Cl)(=[O:33])[CH3:32].O, predict the reaction product. The product is: [C:31]([N:21]1[C:22]2[C:18](=[CH:17][C:16]([NH:15][C:13]([C:10]3([C:8]4[CH:7]=[CH:6][C:5]5[O:1][CH2:2][O:3][C:4]=5[CH:9]=4)[CH2:12][CH2:11]3)=[O:14])=[CH:24][CH:23]=2)[CH:19]=[C:20]1[C:25]([CH3:28])([CH3:27])[CH3:26])(=[O:33])[CH3:32]. (2) Given the reactants [C:1]([O:5][C:6]([N:8]1[CH2:13][CH:12]=[C:11]([C:14]2[NH:31][C:17]3=[N:18][CH:19]=[CH:20][C:21]([C:22]4[CH:27]=[CH:26][C:25]([CH2:28][NH2:29])=[C:24]([F:30])[CH:23]=4)=[C:16]3[N:15]=2)[CH2:10][CH2:9]1)=[O:7])([CH3:4])([CH3:3])[CH3:2].[CH:32]([C:35]1[O:39][C:38]([C:40](O)=[O:41])=[N:37][N:36]=1)([CH3:34])[CH3:33].C1CN([P+](Br)(N2CCCC2)N2CCCC2)CC1.F[P-](F)(F)(F)(F)F.CN(C=O)C.CCN(C(C)C)C(C)C, predict the reaction product. The product is: [C:1]([O:5][C:6]([N:8]1[CH2:9][CH:10]=[C:11]([C:14]2[NH:31][C:17]3=[N:18][CH:19]=[CH:20][C:21]([C:22]4[CH:27]=[CH:26][C:25]([CH2:28][NH:29][C:40]([C:38]5[O:39][C:35]([CH:32]([CH3:34])[CH3:33])=[N:36][N:37]=5)=[O:41])=[C:24]([F:30])[CH:23]=4)=[C:16]3[N:15]=2)[CH2:12][CH2:13]1)=[O:7])([CH3:4])([CH3:2])[CH3:3]. (3) Given the reactants [I-].ClC1C=CC=C[N+]=1C.[C:10]([OH:19])(=[O:18])[CH2:11][CH2:12][CH2:13][CH2:14][CH2:15][CH2:16][CH3:17].C(N(CC)CC)C.[OH:27][CH2:28][C:29]1[O:30][CH:31]=[C:32](O)[C:33](=[O:35])[CH:34]=1, predict the reaction product. The product is: [C:10]([O:19][C:32]1[C:33](=[O:35])[CH:34]=[C:29]([CH2:28][OH:27])[O:30][CH:31]=1)(=[O:18])[CH2:11][CH2:12][CH2:13][CH2:14][CH2:15][CH2:16][CH3:17].